Dataset: Peptide-MHC class I binding affinity with 185,985 pairs from IEDB/IMGT. Task: Regression. Given a peptide amino acid sequence and an MHC pseudo amino acid sequence, predict their binding affinity value. This is MHC class I binding data. (1) The peptide sequence is SQIRRFNLR. The MHC is HLA-A11:01 with pseudo-sequence HLA-A11:01. The binding affinity (normalized) is 0.757. (2) The peptide sequence is LSCEGQKY. The binding affinity (normalized) is 0. The MHC is Mamu-B17 with pseudo-sequence Mamu-B17. (3) The peptide sequence is DDVSREKSM. The MHC is HLA-B45:01 with pseudo-sequence HLA-B45:01. The binding affinity (normalized) is 0. (4) The peptide sequence is IMDASSFTL. The MHC is HLA-B40:01 with pseudo-sequence HLA-B40:01. The binding affinity (normalized) is 0.439. (5) The peptide sequence is AFEDLRLLSF. The MHC is HLA-A30:02 with pseudo-sequence HLA-A30:02. The binding affinity (normalized) is 0.0270. (6) The peptide sequence is VSEKYTDMY. The MHC is HLA-A30:01 with pseudo-sequence HLA-A30:01. The binding affinity (normalized) is 0.0847.